This data is from Reaction yield outcomes from USPTO patents with 853,638 reactions. The task is: Predict the reaction yield, written as a fraction of the theoretical maximum amount of product (1.0 means a 100% yield; for example, 0.34 means a 34% yield). (1) The reactants are [Cl:1][CH2:2][C:3]([NH2:5])=[O:4].[N:6]1[CH:11]=[CH:10][CH:9]=[CH:8][CH:7]=1. The catalyst is C(#N)C. The product is [Cl-:1].[NH2:5][C:3](=[O:4])[CH2:2][N+:6]1[CH:11]=[CH:10][CH:9]=[CH:8][CH:7]=1. The yield is 0.870. (2) The reactants are [F:1][C:2]1[CH:3]=[C:4]([CH:7]=[C:8]([F:19])[C:9]=1[O:10][C:11]1[CH:16]=[CH:15][C:14]([CH:17]=[O:18])=[CH:13][CH:12]=1)[C:5]#[N:6].OO.C(=O)([O-])[O-:23].[K+].[K+]. The catalyst is CS(C)=O. The product is [F:1][C:2]1[CH:3]=[C:4]([CH:7]=[C:8]([F:19])[C:9]=1[O:10][C:11]1[CH:16]=[CH:15][C:14]([CH:17]=[O:18])=[CH:13][CH:12]=1)[C:5]([NH2:6])=[O:23]. The yield is 0.990. (3) The catalyst is CO.O. The reactants are [NH2:1][C:2]1[N:10]=[C:9]2[C:5]([N:6]=[CH:7][N:8]2[CH2:11][C:12]([O:14]CC)=[O:13])=[C:4]([C:17]2[O:18][CH:19]=[CH:20][CH:21]=2)[N:3]=1.[OH-].[Na+].[F-].C([N+](CCCC)(CCCC)CCCC)CCC. The yield is 0.720. The product is [NH2:1][C:2]1[N:10]=[C:9]2[C:5]([N:6]=[CH:7][N:8]2[CH2:11][C:12]([OH:14])=[O:13])=[C:4]([C:17]2[O:18][CH:19]=[CH:20][CH:21]=2)[N:3]=1. (4) The reactants are [Cl:1][C:2]1[CH:7]=[C:6]([F:8])[CH:5]=[CH:4][C:3]=1[C@H:9]1[C:14]([C:15]([O:17][CH2:18][CH3:19])=[O:16])=[C:13]([CH3:20])[NH:12][C:11]([C:21]2[S:22][CH:23]=[CH:24][N:25]=2)=[N:10]1.C1C(=O)N([Br:33])C(=O)C1. The catalyst is C(Cl)(Cl)(Cl)Cl. The product is [Cl:1][C:2]1[CH:7]=[C:6]([F:8])[CH:5]=[CH:4][C:3]=1[C@H:9]1[C:14]([C:15]([O:17][CH2:18][CH3:19])=[O:16])=[C:13]([CH2:20][Br:33])[NH:12][C:11]([C:21]2[S:22][CH:23]=[CH:24][N:25]=2)=[N:10]1. The yield is 0.820.